From a dataset of Forward reaction prediction with 1.9M reactions from USPTO patents (1976-2016). Predict the product of the given reaction. (1) The product is: [F:13][C:14]1[CH:31]=[CH:30][C:17]([CH2:18][CH:19]2[CH2:20][CH2:21][N:22]([C:25](=[O:29])[C:26]([NH:1][C:2]3[CH:3]=[CH:4][C:5]4[O:10][CH2:9][C:8](=[O:11])[NH:7][C:6]=4[CH:12]=3)=[O:27])[CH2:23][CH2:24]2)=[CH:16][CH:15]=1. Given the reactants [NH2:1][C:2]1[CH:3]=[CH:4][C:5]2[O:10][CH2:9][C:8](=[O:11])[NH:7][C:6]=2[CH:12]=1.[F:13][C:14]1[CH:31]=[CH:30][C:17]([CH2:18][CH:19]2[CH2:24][CH2:23][N:22]([C:25](=[O:29])[C:26](O)=[O:27])[CH2:21][CH2:20]2)=[CH:16][CH:15]=1, predict the reaction product. (2) The product is: [F:8][C:7]1[CH:6]=[CH:5][C:4]([C:9]2[N:13]3[CH:14]=[CH:15][C:16]([C:19]([OH:22])([CH3:21])[CH3:20])=[C:17]([F:18])[C:12]3=[N:11][CH:10]=2)=[CH:3][C:2]=1[C:28]1[CH:29]=[CH:30][C:25]([CH:23]=[O:24])=[CH:26][CH:27]=1. Given the reactants Cl[C:2]1[CH:3]=[C:4]([C:9]2[N:13]3[CH:14]=[CH:15][C:16]([C:19]([OH:22])([CH3:21])[CH3:20])=[C:17]([F:18])[C:12]3=[N:11][CH:10]=2)[CH:5]=[CH:6][C:7]=1[F:8].[CH:23]([C:25]1[CH:30]=[CH:29][C:28](B(O)O)=[CH:27][CH:26]=1)=[O:24], predict the reaction product. (3) Given the reactants Br[C:2]1[CH:3]=[C:4]([O:11][CH2:12][CH3:13])[C:5]([OH:10])=[C:6]([CH:9]=1)[CH:7]=[O:8].[S:14]1[CH:18]=[CH:17][C:16](B(O)O)=[CH:15]1, predict the reaction product. The product is: [CH2:12]([O:11][C:4]1[C:5]([OH:10])=[C:6]([CH:9]=[C:2]([C:16]2[CH:17]=[CH:18][S:14][CH:15]=2)[CH:3]=1)[CH:7]=[O:8])[CH3:13].